From a dataset of Forward reaction prediction with 1.9M reactions from USPTO patents (1976-2016). Predict the product of the given reaction. (1) Given the reactants [CH2:1]([C:4]1[N:5]([CH2:17][CH2:18][CH2:19][C:20](=[O:27])[CH2:21][CH2:22][CH2:23][CH2:24][CH2:25][CH3:26])[C:6]2[C:15]3[CH:14]=[CH:13][CH:12]=[CH:11][C:10]=3[N:9]=[CH:8][C:7]=2[N:16]=1)[CH2:2][CH3:3].C1C=C(Cl)C=C(C(OO)=[O:36])C=1, predict the reaction product. The product is: [O-:36][N+:9]1[C:10]2[CH:11]=[CH:12][CH:13]=[CH:14][C:15]=2[C:6]2[N:5]([CH2:17][CH2:18][CH2:19][C:20](=[O:27])[CH2:21][CH2:22][CH2:23][CH2:24][CH2:25][CH3:26])[C:4]([CH2:1][CH2:2][CH3:3])=[N:16][C:7]=2[CH:8]=1. (2) Given the reactants [NH2:1][C@@H:2]1[CH2:7][CH2:6][C@H:5]([C:8]([OH:10])=O)[CH2:4][CH2:3]1, predict the reaction product. The product is: [CH:2]12[CH2:7][CH2:6][CH:5]([CH2:4][CH2:3]1)[C:8](=[O:10])[NH:1]2.